From a dataset of Reaction yield outcomes from USPTO patents with 853,638 reactions. Predict the reaction yield, written as a fraction of the theoretical maximum amount of product (1.0 means a 100% yield; for example, 0.34 means a 34% yield). (1) The reactants are [CH3:1][O:2][CH2:3][O:4][C@H:5]1[CH2:9][CH2:8][N:7]([CH2:10][C@H:11]([C:13]2[CH:18]=[CH:17][CH:16]=[CH:15][CH:14]=2)O)[CH2:6]1.COCO[C@H]1CCN([C@H](C2C=CC=CC=2)CO)C1.[CH3:37][O:38][C:39]1[CH:48]=[C:47]([NH:49][CH3:50])[CH:46]=[CH:45][C:40]=1[C:41]([O:43][CH3:44])=[O:42]. No catalyst specified. The product is [CH3:37][O:38][C:39]1[CH:48]=[C:47]([N:49]([C@@H:11]([C:13]2[CH:18]=[CH:17][CH:16]=[CH:15][CH:14]=2)[CH2:10][N:7]2[CH2:8][CH2:9][C@H:5]([O:4][CH2:3][O:2][CH3:1])[CH2:6]2)[CH3:50])[CH:46]=[CH:45][C:40]=1[C:41]([O:43][CH3:44])=[O:42]. The yield is 0.410. (2) The product is [CH3:25][N:24]([CH3:26])[CH2:23][CH2:22][N:15]1[C:14](=[O:27])[C:13]2[CH:28]=[C:9]([NH:8][C:6]([NH2:5])=[O:7])[CH:10]=[C:11]3[C:12]=2[C:17](=[CH:18][CH:19]=[CH:20]3)[C:16]1=[O:21]. The reactants are ClC(Cl)(Cl)C([NH:5][C:6]([NH:8][C:9]1[CH:10]=[C:11]2[CH:20]=[CH:19][CH:18]=[C:17]3[C:12]2=[C:13]([CH:28]=1)[C:14](=[O:27])[N:15]([CH2:22][CH2:23][N:24]([CH3:26])[CH3:25])[C:16]3=[O:21])=[O:7])=O.C([O-])([O-])=O.[K+].[K+].CO. The catalyst is O. The yield is 0.900. (3) The reactants are [CH3:1][O:2][C:3](=[O:26])/[C:4](/[C:12]1[CH:17]=[CH:16][C:15]([S:18]([CH3:21])(=[O:20])=[O:19])=[C:14]([C:22]([F:25])([F:24])[F:23])[CH:13]=1)=[CH:5]/[CH:6]1[CH2:11][CH2:10][CH2:9][CH2:8][CH2:7]1.[BH4-].[Na+]. The yield is 0.930. The catalyst is CO.O.O.O.O.O.O.[Ni](Cl)Cl. The product is [CH3:1][O:2][C:3](=[O:26])[CH:4]([C:12]1[CH:17]=[CH:16][C:15]([S:18]([CH3:21])(=[O:19])=[O:20])=[C:14]([C:22]([F:25])([F:24])[F:23])[CH:13]=1)[CH2:5][CH:6]1[CH2:11][CH2:10][CH2:9][CH2:8][CH2:7]1. (4) The reactants are [C:1]([C:3]1[S:4][CH:5]=[CH:6][CH:7]=1)#[CH:2].[Cl:8][C:9]1[CH:14]=[CH:13][C:12](I)=[CH:11][CH:10]=1.N1CCC[C@H]1C(O)=O.C([O-])([O-])=O.[Na+].[Na+].O=C1O[C@H]([C@H](CO)O)C([O-])=C1O.[Na+].[N-:43]=[N+:44]=[N-:45].[Na+]. The catalyst is CS(C)=O.O. The product is [Cl:8][C:9]1[CH:14]=[CH:13][C:12]([N:43]2[CH:2]=[C:1]([C:3]3[S:4][CH:5]=[CH:6][CH:7]=3)[N:45]=[N:44]2)=[CH:11][CH:10]=1. The yield is 0.0550. (5) The yield is 0.780. No catalyst specified. The product is [CH3:21][O:22][C:23](=[O:34])[C:24]1[CH:29]=[C:28]([C:30]#[N:31])[CH:27]=[CH:26][C:25]=1[CH2:32][N:9]1[CH:8]([C:3]2[C:2]([CH3:1])=[CH:7][CH:6]=[CH:5][N:4]=2)[CH2:13][CH2:12][CH2:11][CH:10]1[C:14]1[C:19]([CH3:20])=[CH:18][CH:17]=[CH:16][N:15]=1. The reactants are [CH3:1][C:2]1[C:3]([CH:8]2[CH2:13][CH2:12][CH2:11][CH:10]([C:14]3[C:19]([CH3:20])=[CH:18][CH:17]=[CH:16][N:15]=3)[NH:9]2)=[N:4][CH:5]=[CH:6][CH:7]=1.[CH3:21][O:22][C:23](=[O:34])[C:24]1[CH:29]=[C:28]([C:30]#[N:31])[CH:27]=[CH:26][C:25]=1[CH2:32]Br.